Dataset: Reaction yield outcomes from USPTO patents with 853,638 reactions. Task: Predict the reaction yield, written as a fraction of the theoretical maximum amount of product (1.0 means a 100% yield; for example, 0.34 means a 34% yield). (1) The reactants are Br[C:2]1[CH:9]=[CH:8][C:5]([C:6]#[N:7])=[CH:4][N:3]=1.I[CH:11]1[CH2:16][CH2:15][N:14]([C:17]([O:19][C:20]([CH3:23])([CH3:22])[CH3:21])=[O:18])[CH2:13][CH2:12]1.C(OC(C)(C)C)=O. No catalyst specified. The product is [C:6]([C:5]1[CH:8]=[CH:9][C:2]([CH:11]2[CH2:16][CH2:15][N:14]([C:17]([O:19][C:20]([CH3:23])([CH3:22])[CH3:21])=[O:18])[CH2:13][CH2:12]2)=[N:3][CH:4]=1)#[N:7]. The yield is 0.270. (2) The reactants are [C:1]1([CH:11]=O)[C:10]2[C:5](=[CH:6][CH:7]=[CH:8][CH:9]=2)[CH:4]=[CH:3][CH:2]=1.[CH:13]1([CH2:16][NH2:17])[CH2:15][CH2:14]1.[Cl:18][C:19]1[CH:27]=[C:26]2[C:22]([CH:23]=[CH:24][NH:25]2)=[CH:21][CH:20]=1. The catalyst is C(Cl)Cl. The product is [Cl:18][C:19]1[CH:27]=[C:26]2[C:22]([C:23]([CH:11]([NH:17][CH2:16][CH:13]3[CH2:15][CH2:14]3)[C:1]3[C:10]4[C:5](=[CH:6][CH:7]=[CH:8][CH:9]=4)[CH:4]=[CH:3][CH:2]=3)=[CH:24][NH:25]2)=[CH:21][CH:20]=1. The yield is 0.370. (3) The reactants are [OH:1][C@@H:2]1[CH2:6][CH2:5][N:4]([C:7](=O)[C@@H:8]([NH:15][C:16](=O)[O-])[C:9]2[CH:14]=[CH:13][CH:12]=[CH:11][CH:10]=2)[CH2:3]1.[H-].[H-].[H-].[H-].[Li+].[Al+3].C(=O)([O-])[O-].[Na+].[Na+]. The catalyst is O1CCCC1. The product is [CH3:16][NH:15][C@@H:8]([C:9]1[CH:14]=[CH:13][CH:12]=[CH:11][CH:10]=1)[CH2:7][N:4]1[CH2:5][CH2:6][C@@H:2]([OH:1])[CH2:3]1. The yield is 0.580. (4) The reactants are [C:1]1([C:7]#[C:8][C:9]([NH2:11])=[O:10])[CH:6]=[CH:5][CH:4]=[CH:3][CH:2]=1.[NH2:12][C:13]1[CH:18]=[CH:17][CH:16]=[CH:15][CH:14]=1.C1C=CC(P([C:45]2[C:46](C3C(P(C4C=CC=CC=4)C4C=CC=CC=4)=C[CH:49]=[C:48]4[C:43]=3[CH:44]=[CH:45][CH:46]=[CH:47]4)=[C:47]3[C:48]([CH:49]=CC=C3)=[CH:43][CH:44]=2)C2C=CC=CC=2)=CC=1.[C:65](=[O:68])([O-])[O-].[Cs+].[Cs+]. The catalyst is C1(C)C=CC=CC=1.C([O-])(=O)C.[Pd+2].C([O-])(=O)C. The product is [CH:13]1([NH:12][C:65](=[O:68])[CH:49]([N:11]2[C:6]3[C:1](=[CH:2][CH:3]=[CH:4][CH:5]=3)/[C:8](=[C:7](\[C:1]3[CH:6]=[CH:5][CH:4]=[CH:3][CH:2]=3)/[NH:12][C:13]3[CH:18]=[CH:17][CH:16]=[CH:15][CH:14]=3)/[C:9]2=[O:10])[C:48]2[CH:43]=[CH:44][CH:45]=[CH:46][CH:47]=2)[CH2:18][CH2:17][CH2:16][CH2:15][CH2:14]1. The yield is 0.700.